This data is from Full USPTO retrosynthesis dataset with 1.9M reactions from patents (1976-2016). The task is: Predict the reactants needed to synthesize the given product. (1) Given the product [CH2:1]([O:4][C:5]1[CH:6]=[C:7]([CH:27]=[CH:28][C:29]=1[Cl:30])[O:8][C:9]1[CH:26]=[CH:25][C:12]([CH2:13][N:14]([CH2:34][C:33]2[CH:36]=[CH:37][C:38]([F:40])=[CH:39][C:32]=2[F:31])[C:15]2[CH:20]=[CH:19][CH:18]=[C:17]([N+:21]([O-:23])=[O:22])[C:16]=2[CH3:24])=[CH:11][CH:10]=1)[CH:2]=[CH2:3], predict the reactants needed to synthesize it. The reactants are: [CH2:1]([O:4][C:5]1[CH:6]=[C:7]([CH:27]=[CH:28][C:29]=1[Cl:30])[O:8][C:9]1[CH:26]=[CH:25][C:12]([CH2:13][NH:14][C:15]2[CH:20]=[CH:19][CH:18]=[C:17]([N+:21]([O-:23])=[O:22])[C:16]=2[CH3:24])=[CH:11][CH:10]=1)[CH:2]=[CH2:3].[F:31][C:32]1[CH:39]=[C:38]([F:40])[CH:37]=[CH:36][C:33]=1[CH2:34]Br. (2) Given the product [C:1]([C:4]1[C:5]([O:23][CH3:24])=[C:6]([C:12]2[CH:17]=[CH:16][C:15]([C:18]([OH:20])=[O:19])=[C:14]([F:22])[CH:13]=2)[C:7]([CH3:11])=[C:8]([Cl:10])[CH:9]=1)(=[O:3])[CH3:2], predict the reactants needed to synthesize it. The reactants are: [C:1]([C:4]1[C:5]([O:23][CH3:24])=[C:6]([C:12]2[CH:17]=[CH:16][C:15]([C:18]([O:20]C)=[O:19])=[C:14]([F:22])[CH:13]=2)[C:7]([CH3:11])=[C:8]([Cl:10])[CH:9]=1)(=[O:3])[CH3:2].[OH-].[Na+].O.Cl. (3) Given the product [Br:14][C:15]1[CH:20]=[C:19]([CH3:21])[C:18]([C:22]2[CH:23]=[C:24]3[N:32]4[C:27](=[CH:28][C:29]([CH3:33])=[N:30][C:31]=24)[N:26]([CH:34]([CH2:38][CH2:39][CH3:40])[CH2:35][CH2:36][CH3:37])[C:25]3=[N:41][C:5]([NH2:46])=[O:11])=[C:17]([CH3:42])[CH:16]=1, predict the reactants needed to synthesize it. The reactants are: ClC(Cl)(O[C:5](=[O:11])OC(Cl)(Cl)Cl)Cl.Cl.[Br:14][C:15]1[CH:20]=[C:19]([CH3:21])[C:18]([C:22]2[CH:23]=[C:24]3[N:32]4[C:27](=[CH:28][C:29]([CH3:33])=[N:30][C:31]=24)[N:26]([CH:34]([CH2:38][CH2:39][CH3:40])[CH2:35][CH2:36][CH3:37])[C:25]3=[NH:41])=[C:17]([CH3:42])[CH:16]=1.C([N:46](CC)C(C)C)(C)C.N. (4) Given the product [O:2]1[C:11]2[C:6](=[CH:7][CH:8]=[CH:9][CH:10]=2)[CH2:5][CH2:4][CH:3]1[C:12]([NH2:1])=[O:14], predict the reactants needed to synthesize it. The reactants are: [NH3:1].[O:2]1[C:11]2[C:6](=[CH:7][CH:8]=[CH:9][CH:10]=2)[CH2:5][CH2:4][CH:3]1[C:12]([O:14]C)=O. (5) Given the product [CH3:1][O:2][N:3]=[CH:4][CH2:5][CH2:6][CH2:7][N:8]1[C:20]2[C:19]3[CH:18]=[CH:17][CH:16]=[CH:15][C:14]=3[N:13]=[C:12]([NH2:26])[C:11]=2[N:10]=[C:9]1[CH2:21][CH2:22][CH3:23], predict the reactants needed to synthesize it. The reactants are: [CH3:1][O:2][N:3]=[CH:4][CH2:5][CH2:6][CH2:7][N:8]1[C:20]2[C:19]3[CH:18]=[CH:17][CH:16]=[CH:15][C:14]=3[N:13]=[CH:12][C:11]=2[N:10]=[C:9]1[CH2:21][CH2:22][CH3:23].CO[N:26](CCCCN1C2C3C=CC=CC=3N=CC=2N=C1CCC)C(=O)C. (6) Given the product [NH2:21][C:22]1[CH:23]=[C:24]([S:28][C:13]2[CH:14]=[CH:15][C:10]([C:9]([NH:8][C:4]3[CH:5]=[CH:6][CH:7]=[C:2]([Br:1])[CH:3]=3)=[O:20])=[CH:11][C:12]=2[N+:17]([O-:19])=[O:18])[CH:25]=[CH:26][CH:27]=1, predict the reactants needed to synthesize it. The reactants are: [Br:1][C:2]1[CH:3]=[C:4]([NH:8][C:9](=[O:20])[C:10]2[CH:15]=[CH:14][C:13](Cl)=[C:12]([N+:17]([O-:19])=[O:18])[CH:11]=2)[CH:5]=[CH:6][CH:7]=1.[NH2:21][C:22]1[CH:23]=[C:24]([SH:28])[CH:25]=[CH:26][CH:27]=1.C(=O)([O-])[O-].[Cs+].[Cs+].Cl. (7) Given the product [CH2:19]([O:18][C:2]1[CH:9]=[C:8]([N:10]2[CH2:15][CH2:14][CH:13]([OH:16])[CH2:12][CH2:11]2)[CH:7]=[C:6]([F:17])[C:3]=1[C:4]#[N:5])[CH3:20], predict the reactants needed to synthesize it. The reactants are: F[C:2]1[CH:9]=[C:8]([N:10]2[CH2:15][CH2:14][CH:13]([OH:16])[CH2:12][CH2:11]2)[CH:7]=[C:6]([F:17])[C:3]=1[C:4]#[N:5].[O-:18][CH2:19][CH3:20].[Na+].